Dataset: Forward reaction prediction with 1.9M reactions from USPTO patents (1976-2016). Task: Predict the product of the given reaction. (1) The product is: [CH3:1][O:2][C:3]([C:5]1[C:13]2[N:12]=[C:11]([CH2:14][OH:15])[N:10]([CH2:25][CH2:26][CH:27]([CH3:29])[CH3:28])[C:9]=2[CH:8]=[CH:7][CH:6]=1)=[O:4]. Given the reactants [CH3:1][O:2][C:3]([C:5]1[C:13]2[N:12]=[C:11]([CH2:14][O:15]C(=O)C)[NH:10][C:9]=2[CH:8]=[CH:7][CH:6]=1)=[O:4].C(=O)([O-])[O-].[Cs+].[Cs+].[CH2:25](I)[CH2:26][CH:27]([CH3:29])[CH3:28].C(Cl)(=O)C, predict the reaction product. (2) Given the reactants C[O:2][C:3]([C:5]12[CH2:14][CH:9]3[CH2:10][CH:11]([CH2:13][CH:7]([C:8]3=[O:15])[CH2:6]1)[CH2:12]2)=[O:4], predict the reaction product. The product is: [O:15]=[C:8]1[CH:9]2[CH2:14][C:5]3([C:3]([OH:4])=[O:2])[CH2:12][CH:11]([CH2:13][CH:7]1[CH2:6]3)[CH2:10]2. (3) Given the reactants Cl[C:2]1[N:7]=[C:6]([N:8]2[CH2:13][CH2:12][O:11][CH2:10][C@H:9]2[CH3:14])[CH:5]=[C:4]([C:15]2([S:19]([CH3:22])(=[O:21])=[O:20])[CH2:18][CH2:17][CH2:16]2)[N:3]=1.C(=O)([O-])[O-].[Na+].[Na+].[NH:29]1[C:37]2[C:32](=[C:33](B(O)O)[CH:34]=[CH:35][CH:36]=2)[CH:31]=[CH:30]1, predict the reaction product. The product is: [CH3:14][C@@H:9]1[CH2:10][O:11][CH2:12][CH2:13][N:8]1[C:6]1[CH:5]=[C:4]([C:15]2([S:19]([CH3:22])(=[O:21])=[O:20])[CH2:18][CH2:17][CH2:16]2)[N:3]=[C:2]([C:33]2[CH:34]=[CH:35][CH:36]=[C:37]3[C:32]=2[CH:31]=[CH:30][NH:29]3)[N:7]=1.